From a dataset of Forward reaction prediction with 1.9M reactions from USPTO patents (1976-2016). Predict the product of the given reaction. (1) Given the reactants [Cl:1][C:2]1[C:3]([NH2:14])=[N:4][C:5]2[C:10]([N:11]=1)=[CH:9][C:8]([CH3:12])=[C:7]([CH3:13])[CH:6]=2.[CH2:15](OC(OCC)CBr)[CH3:16].CC1C=CC(S([O-])(=O)=O)=CC=1.C1C=C[NH+]=CC=1.C(=O)([O-])[O-].[Na+].[Na+], predict the reaction product. The product is: [Cl:1][C:2]1[C:3]2[N:4]([CH:15]=[CH:16][N:14]=2)[C:5]2[C:10]([N:11]=1)=[CH:9][C:8]([CH3:12])=[C:7]([CH3:13])[CH:6]=2. (2) Given the reactants I[C:2]1[CH:3]=[CH:4][C:5]([O:8][CH2:9][C:10]2[CH:15]=[CH:14][C:13]([O:16][CH3:17])=[CH:12][CH:11]=2)=[N:6][CH:7]=1.[N-:18]=[N+:19]=[N-:20].[Na+].[Na].O=C1O[C@H]([C@H](CO)O)C(O)=C1O.CN(C)CCN, predict the reaction product. The product is: [N:18]([C:2]1[CH:3]=[CH:4][C:5]([O:8][CH2:9][C:10]2[CH:15]=[CH:14][C:13]([O:16][CH3:17])=[CH:12][CH:11]=2)=[N:6][CH:7]=1)=[N+:19]=[N-:20]. (3) Given the reactants [C:1]12(CO)[CH2:7][CH:4]([CH2:5][CH2:6]1)[CH:3]=[CH:2]2.[CH3:10][SiH:11]([C:18]1[CH:23]=[CH:22][CH:21]=[CH:20][CH:19]=1)[C:12]1[CH:17]=[CH:16][CH:15]=[CH:14][CH:13]=1.C[C:25](C)([O-:27])C.[K+], predict the reaction product. The product is: [CH:1]12[CH2:7][CH:4]([CH:3]=[CH:2]1)[CH2:5][CH:6]2[CH2:25][O:27][Si:11]([CH3:10])([C:12]1[CH:17]=[CH:16][CH:15]=[CH:14][CH:13]=1)[C:18]1[CH:23]=[CH:22][CH:21]=[CH:20][CH:19]=1. (4) Given the reactants C([O:3][C:4](=[O:30])[CH2:5][C:6]1[N:14]2[C:9]([CH:10]=[C:11]([C:15]#[N:16])[CH:12]=[CH:13]2)=[C:8]([CH2:17][C:18]2[CH:27]=[CH:26][C:25]3[C:20](=[CH:21][CH:22]=[C:23]([F:28])[CH:24]=3)[N:19]=2)[C:7]=1[CH3:29])C.[OH-].[Li+], predict the reaction product. The product is: [C:15]([C:11]1[CH:12]=[CH:13][N:14]2[C:9]([CH:10]=1)=[C:8]([CH2:17][C:18]1[CH:27]=[CH:26][C:25]3[C:20](=[CH:21][CH:22]=[C:23]([F:28])[CH:24]=3)[N:19]=1)[C:7]([CH3:29])=[C:6]2[CH2:5][C:4]([OH:30])=[O:3])#[N:16].